Dataset: Full USPTO retrosynthesis dataset with 1.9M reactions from patents (1976-2016). Task: Predict the reactants needed to synthesize the given product. (1) Given the product [C:31]([C:30]1[CH:3]=[CH:4][C:5]2[O:9][C:8]([C:10]3[CH:15]=[CH:14][C:13]([C:16]4([NH:20][C:21](=[O:27])[O:22][C:23]([CH3:26])([CH3:25])[CH3:24])[CH2:19][CH2:18][CH2:17]4)=[CH:12][CH:11]=3)=[C:7]([I:28])[C:6]=2[CH:29]=1)#[N:32], predict the reactants needed to synthesize it. The reactants are: C([C:3]1[CH:30]=[CH:29][C:6]2[C:7]([I:28])=[C:8]([C:10]3[CH:15]=[CH:14][C:13]([C:16]4([NH:20][C:21](=[O:27])[O:22][C:23]([CH3:26])([CH3:25])[CH3:24])[CH2:19][CH2:18][CH2:17]4)=[CH:12][CH:11]=3)[O:9][C:5]=2[CH:4]=1)#N.[C:31](C1C=CC(OC)=C(C#CC2C=CC(C3(NC(=O)OC(C)(C)C)CCC3)=CC=2)C=1)#[N:32]. (2) Given the product [N+:1]([C:4]1[CH:8]=[CH:7][N:6]([C:10]2[N:15]=[CH:14][C:13]([C:16]([O:18][C:19]([CH3:22])([CH3:21])[CH3:20])=[O:17])=[CH:12][CH:11]=2)[N:5]=1)([O-:3])=[O:2], predict the reactants needed to synthesize it. The reactants are: [N+:1]([C:4]1[CH:8]=[CH:7][NH:6][N:5]=1)([O-:3])=[O:2].Cl[C:10]1[N:15]=[CH:14][C:13]([C:16]([O:18][C:19]([CH3:22])([CH3:21])[CH3:20])=[O:17])=[CH:12][CH:11]=1.C(=O)([O-])[O-].[Cs+].[Cs+]. (3) Given the product [Br:1][C:2]1[CH:3]=[CH:4][C:5]([Cl:10])=[C:6]([NH:8][NH:9][C:11]([O:12][CH3:13])=[O:14])[CH:7]=1, predict the reactants needed to synthesize it. The reactants are: [Br:1][C:2]1[CH:3]=[CH:4][C:5]([Cl:10])=[C:6]([NH:8][NH2:9])[CH:7]=1.[C:11](Cl)(=[O:14])[O:12][CH3:13].CCN(CC)CC. (4) Given the product [CH3:1][O:2][C:3]([C:5]1[CH:9]=[CH:8][N:7]([CH2:10][CH2:11][CH2:12][C@H:13]([NH2:21])[C:14]([OH:16])=[O:15])[N:6]=1)=[O:4], predict the reactants needed to synthesize it. The reactants are: [CH3:1][O:2][C:3]([C:5]1[CH:9]=[CH:8][N:7]([CH2:10][CH2:11][CH2:12][C@H:13]([NH:21]C(OC(C)(C)C)=O)[C:14]([O:16]C(C)(C)C)=[O:15])[N:6]=1)=[O:4].Cl. (5) Given the product [F:14][C:11]([F:12])([F:13])[C:10]([C:8]1[NH:7][C:6]2[CH:36]=[CH:37][C:3]([C:1]#[N:2])=[CH:4][C:5]=2[N:9]=1)([C:17]1[C:25]([O:26][CH3:27])=[CH:24][C:23]([CH3:28])=[C:22]2[C:18]=1[CH:19]=[CH:20][NH:21]2)[NH:15][CH3:16], predict the reactants needed to synthesize it. The reactants are: [C:1]([C:3]1[CH:37]=[CH:36][C:6]2[NH:7][C:8]([C:10]([C:17]3[C:25]([O:26][CH3:27])=[CH:24][C:23]([CH3:28])=[C:22]4[C:18]=3[CH:19]=[CH:20][N:21]4C(OC(C)(C)C)=O)([NH:15][CH3:16])[C:11]([F:14])([F:13])[F:12])=[N:9][C:5]=2[CH:4]=1)#[N:2].C([O-])([O-])=O.[Cs+].[Cs+]. (6) Given the product [C:18]1([N:13]2[C:12]([C:26]3[CH:31]=[CH:30][CH:29]=[CH:28][CH:27]=3)=[C:11]3[C:15]([CH2:16][CH2:17][NH:8][CH2:9][CH2:10]3)=[N:14]2)[CH:19]=[CH:20][CH:21]=[CH:22][CH:23]=1, predict the reactants needed to synthesize it. The reactants are: C(OC([N:8]1[CH2:17][CH2:16][C:15]2[NH:14][N:13]([C:18]3[CH:23]=[CH:22][CH:21]=[CH:20][CH:19]=3)[C:12](=O)[C:11]=2[CH2:10][CH2:9]1)=O)(C)(C)C.C(N1C2CCNCCC=2C([C:26]2[CH:31]=[CH:30][C:29](Cl)=[CH:28][CH:27]=2)=N1)[C:26]1[CH:31]=[CH:30][CH:29]=[CH:28][CH:27]=1.C1(NN)C=CC=CC=1. (7) Given the product [C:1]([O:6][CH2:7][CH2:8][CH2:9][CH3:11])(=[O:5])[CH:2]=[CH2:4], predict the reactants needed to synthesize it. The reactants are: [C:1]([O:6][CH2:7][CH:8]1O[CH2:9]1)(=[O:5])[C:2]([CH3:4])=C.[CH3:11]OC1C=CC(O)=CC=1.